Dataset: Forward reaction prediction with 1.9M reactions from USPTO patents (1976-2016). Task: Predict the product of the given reaction. Given the reactants C[Si](C)(C)[C:3]#[C:4]/[CH:5]=[CH:6]\[C:7]1[CH:12]=[CH:11][CH:10]=[CH:9][N:8]=1.[F-].[Cs+].[CH2:17]([OH:24])[C:18]1[CH:23]=[CH:22][CH:21]=[CH:20][CH:19]=1, predict the reaction product. The product is: [CH2:17]([O:24][CH2:3][C:4]1[N:8]2[C:7]([CH:12]=[CH:11][CH:10]=[CH:9]2)=[CH:6][CH:5]=1)[C:18]1[CH:23]=[CH:22][CH:21]=[CH:20][CH:19]=1.